This data is from Forward reaction prediction with 1.9M reactions from USPTO patents (1976-2016). The task is: Predict the product of the given reaction. (1) The product is: [CH3:18][S:19]([NH:2][C:3]1[C:11]2[C:6](=[CH:7][CH:8]=[CH:9][CH:10]=2)[N:5]([CH2:12][C:13]([O:15][CH2:16][CH3:17])=[O:14])[CH:4]=1)(=[O:21])=[O:20]. Given the reactants Cl.[NH2:2][C:3]1[C:11]2[C:6](=[CH:7][CH:8]=[CH:9][CH:10]=2)[N:5]([CH2:12][C:13]([O:15][CH2:16][CH3:17])=[O:14])[CH:4]=1.[CH3:18][S:19](Cl)(=[O:21])=[O:20].N1C=CC=CC=1, predict the reaction product. (2) Given the reactants [OH:1][B:2]1[C:6]2[CH:7]=[C:8]([C:11]#N)[CH:9]=[CH:10][C:5]=2[CH2:4][O:3]1.C(O)=[O:14], predict the reaction product. The product is: [OH:1][B:2]1[C:6]2[CH:7]=[C:8]([CH:11]=[O:14])[CH:9]=[CH:10][C:5]=2[CH2:4][O:3]1. (3) Given the reactants [CH2:1]([O:3][CH2:4][C:5]1[N:6]([CH2:19][CH2:20][CH3:21])[C:7]2[C:16]3[CH:15]=[CH:14][C:13]([OH:17])=[CH:12][C:11]=3[N:10]=[CH:9][C:8]=2[N:18]=1)[CH3:2].C1(P(C2C=CC=CC=2)C2C=CC=CC=2)C=CC=CC=1.O[CH:42]1[CH2:47][CH2:46][N:45]([C:48]([O:50][C:51]([CH3:54])([CH3:53])[CH3:52])=[O:49])[CH2:44][CH2:43]1.N(C(OC(C)C)=O)=NC(OC(C)C)=O, predict the reaction product. The product is: [CH2:1]([O:3][CH2:4][C:5]1[N:6]([CH2:19][CH2:20][CH3:21])[C:7]2[C:16]3[CH:15]=[CH:14][C:13]([O:17][CH:42]4[CH2:47][CH2:46][N:45]([C:48]([O:50][C:51]([CH3:54])([CH3:53])[CH3:52])=[O:49])[CH2:44][CH2:43]4)=[CH:12][C:11]=3[N:10]=[CH:9][C:8]=2[N:18]=1)[CH3:2].